From a dataset of Catalyst prediction with 721,799 reactions and 888 catalyst types from USPTO. Predict which catalyst facilitates the given reaction. Reactant: [CH2:1]([O:3][C:4]([C:6]1[NH:7][N:8]=[C:9]([C:11]2[S:12][CH:13]=[CH:14][CH:15]=2)[CH:10]=1)=[O:5])[CH3:2].C([O-])([O-])=O.[K+].[K+].Cl[CH2:23][C:24]([N:26]1[CH2:31][CH2:30][N:29]([C:32]2[CH:37]=[CH:36][C:35]([Cl:38])=[CH:34][CH:33]=2)[CH2:28][CH2:27]1)=[O:25].CN(C=O)C. Product: [CH2:1]([O:3][C:4]([C:6]1[N:7]([CH2:23][C:24]([N:26]2[CH2:27][CH2:28][N:29]([C:32]3[CH:37]=[CH:36][C:35]([Cl:38])=[CH:34][CH:33]=3)[CH2:30][CH2:31]2)=[O:25])[N:8]=[C:9]([C:11]2[S:12][CH:13]=[CH:14][CH:15]=2)[CH:10]=1)=[O:5])[CH3:2]. The catalyst class is: 195.